This data is from Forward reaction prediction with 1.9M reactions from USPTO patents (1976-2016). The task is: Predict the product of the given reaction. (1) Given the reactants [C:1]([O:5][C:6](=[O:26])[C:7]([S:10][C:11]1[S:12][CH:13]=[C:14]([CH2:16][CH2:17][O:18][C:19]2[CH:24]=[CH:23][C:22]([I:25])=[CH:21][CH:20]=2)[N:15]=1)([CH3:9])[CH3:8])(C)(C)C.FC(F)(F)C(O)=O, predict the reaction product. The product is: [CH3:1][O:5][C:6](=[O:26])[C:7]([S:10][C:11]1[S:12][CH:13]=[C:14]([CH2:16][CH2:17][O:18][C:19]2[CH:20]=[CH:21][C:22]([I:25])=[CH:23][CH:24]=2)[N:15]=1)([CH3:9])[CH3:8]. (2) Given the reactants [CH2:1]1[NH:6][CH2:5][CH2:4][N:3]2[C:7](=[O:10])[CH2:8][CH2:9][C@H:2]12.[F:11][C:12]([F:45])([F:44])[C:13]1[CH:14]=[C:15]([C@@H:23]([N:25]([CH3:43])[C:26]([N:28]2[CH2:33][CH2:32][C:31](=O)[CH2:30][C@@H:29]2[C:35]2[CH:40]=[CH:39][C:38]([F:41])=[CH:37][C:36]=2[CH3:42])=[O:27])[CH3:24])[CH:16]=[C:17]([C:19]([F:22])([F:21])[F:20])[CH:18]=1.C(O[BH-](OC(=O)C)OC(=O)C)(=O)C.[Na+], predict the reaction product. The product is: [F:45][C:12]([F:11])([F:44])[C:13]1[CH:14]=[C:15]([C@@H:23]([N:25]([CH3:43])[C:26]([N:28]2[CH2:33][CH2:32][C@H:31]([N:6]3[CH2:5][CH2:4][N:3]4[C:7](=[O:10])[CH2:8][CH2:9][C@@H:2]4[CH2:1]3)[CH2:30][C@@H:29]2[C:35]2[CH:40]=[CH:39][C:38]([F:41])=[CH:37][C:36]=2[CH3:42])=[O:27])[CH3:24])[CH:16]=[C:17]([C:19]([F:21])([F:22])[F:20])[CH:18]=1.